From a dataset of TCR-epitope binding with 47,182 pairs between 192 epitopes and 23,139 TCRs. Binary Classification. Given a T-cell receptor sequence (or CDR3 region) and an epitope sequence, predict whether binding occurs between them. (1) The epitope is HSKKKCDEL. The TCR CDR3 sequence is CASSDTTRQNTGELFF. Result: 0 (the TCR does not bind to the epitope). (2) The epitope is FTYASALWEI. The TCR CDR3 sequence is CATSSMANTGELFF. Result: 0 (the TCR does not bind to the epitope). (3) The epitope is SLYNTVATL. The TCR CDR3 sequence is CASSYFGGNTEAFF. Result: 0 (the TCR does not bind to the epitope). (4) The epitope is VLWAHGFEL. The TCR CDR3 sequence is CASSPTDSPLHF. Result: 1 (the TCR binds to the epitope). (5) Result: 1 (the TCR binds to the epitope). The epitope is YFPLQSYGF. The TCR CDR3 sequence is CASSHFSLPVVEQFF. (6) The epitope is LLSAGIFGA. The TCR CDR3 sequence is CASSYLDRGLETQYF. Result: 0 (the TCR does not bind to the epitope).